This data is from Forward reaction prediction with 1.9M reactions from USPTO patents (1976-2016). The task is: Predict the product of the given reaction. (1) Given the reactants [CH3:1][C:2]1[C:7]([CH3:8])=[CH:6][C:5]2[N:9]([C@H:12]3[O:16][C@H:15]([CH2:17][OH:18])[C@@H:14]([O:19][P:20]([O:23][C@@H:24]([CH2:26][NH:27][C:28]([CH2:30][CH2:31][C@@:32]4([CH3:89])[C:48]5=[N:49][C@@H:34]([C@:35]6([CH3:84])[N-:73][C:38](=[C:39]([CH3:72])[C:40]7[C@:61]([CH2:63][C:64]([NH2:66])=[O:65])([CH3:62])[C@H:60]([CH2:67][CH2:68][C:69]([NH2:71])=[O:70])[C:42](=[CH:43][C:44]8[C:52]([CH3:54])([CH3:53])[C@H:51]([CH2:55][CH2:56][C:57]([NH2:59])=[O:58])[C:46](=[C:47]5[CH3:50])[N:45]=8)[N:41]=7)[C@@H:37]([CH2:74][CH2:75][C:76]([NH2:78])=[O:77])[C@@:36]6([CH2:80][C:81]([NH2:83])=[O:82])[CH3:79])[C@@H:33]4[CH2:85][C:86]([NH2:88])=[O:87])=[O:29])[CH3:25])([O-:22])=[O:21])[C@H:13]3[OH:90])[CH:10]=[N:11][C:4]=2[CH:3]=1.[C-]#N.[Co+3].[I-].C[S+](C)(C)=O.O.O.O.O.O.O.[Co:106](Cl)Cl.[BH4-].[Na+].[OH-].[Na+].CC(C)C(=O)C, predict the reaction product. The product is: [CH3-:1].[CH3:1][C:2]1[C:7]([CH3:8])=[CH:6][C:5]2[N:9]([C@H:12]3[O:16][C@H:15]([CH2:17][OH:18])[C@@H:14]([O:19][P:20]([O:23][CH:24]([CH2:26][NH:27][C:28]([CH2:30][CH2:31][C@@:32]4([CH3:89])[C:48]5=[N:49][C@@H:34]([C@:35]6([CH3:84])[N-:73][C:38](=[C:39]([CH3:72])[C:40]7[C@:61]([CH2:63][C:64]([NH2:66])=[O:65])([CH3:62])[C@H:60]([CH2:67][CH2:68][C:69]([NH2:71])=[O:70])[C:42](=[CH:43][C:44]8[C:52]([CH3:54])([CH3:53])[C@H:51]([CH2:55][CH2:56][C:57]([NH2:59])=[O:58])[C:46](=[C:47]5[CH3:50])[N:45]=8)[N:41]=7)[C@@H:37]([CH2:74][CH2:75][C:76]([NH2:78])=[O:77])[C@@:36]6([CH2:80][C:81]([NH2:83])=[O:82])[CH3:79])[C@@H:33]4[CH2:85][C:86]([NH2:88])=[O:87])=[O:29])[CH3:25])([O-:22])=[O:21])[C@H:13]3[OH:90])[CH:10]=[N:11][C:4]=2[CH:3]=1.[Co+3:106]. (2) The product is: [Br:1][C:14]1[N:11]2[N:12]=[CH:13][C:8]([C:6]([O:5][CH2:3][CH3:4])=[O:7])=[CH:9][C:10]2=[N:16][N:15]=1. Given the reactants [Br:1]Br.[CH2:3]([O:5][C:6]([C:8]1[CH:13]=[N:12][N:11]2[CH:14]=[N:15][N:16]=[C:10]2[CH:9]=1)=[O:7])[CH3:4].C([O-])([O-])=O.[K+].[K+], predict the reaction product. (3) The product is: [CH3:28][O:27][CH2:26][CH2:25][N:22]1[C:23](=[O:24])[C@@H:17]([NH:16][C:15]([C@@H:13]([O:12][C:11](=[O:10])[NH:42][CH2:41][C:40]([F:47])([F:39])[C:43]([F:46])([F:45])[F:44])[CH3:14])=[O:37])[C:18]2[CH:36]=[CH:35][CH:34]=[CH:33][C:19]=2[C:20]2[CH:32]=[CH:31][CH:30]=[CH:29][C:21]1=2. Given the reactants [N+](C1C=CC([O:10][C:11](=O)[O:12][C@H:13]([C:15](=[O:37])[NH:16][C@@H:17]2[C:23](=[O:24])[N:22]([CH2:25][CH2:26][O:27][CH3:28])[C:21]3[CH:29]=[CH:30][CH:31]=[CH:32][C:20]=3[C:19]3[CH:33]=[CH:34][CH:35]=[CH:36][C:18]2=3)[CH3:14])=CC=1)([O-])=O.[F:39][C:40]([F:47])([C:43]([F:46])([F:45])[F:44])[CH2:41][NH2:42], predict the reaction product. (4) Given the reactants C([Li])CCC.[O:6]1CCC[CH2:7]1.[Cl-].COC[P+](C1C=CC=CC=1)(C1C=CC=CC=1)C1C=CC=CC=1.[CH3:34][CH:35]([CH3:46])[CH:36]([C:40]1[CH:45]=[CH:44][CH:43]=[CH:42][CH:41]=1)[CH2:37][CH:38]=O, predict the reaction product. The product is: [CH3:34][CH:35]([CH3:46])[CH:36]([C:40]1[CH:45]=[CH:44][CH:43]=[CH:42][CH:41]=1)[CH2:37][CH2:38][CH:7]=[O:6]. (5) Given the reactants [ClH:1].[F:2][C:3]1[CH:23]=[C:22]([C:24]2[CH:32]=[C:31]3[C:27]([CH:28]=[N:29][N:30]3[CH3:33])=[CH:26][CH:25]=2)[CH:21]=[C:20]([F:34])[C:4]=1[C:5]([N:7]1[CH2:12][CH2:11][N:10](C(OC(C)(C)C)=O)[CH2:9][CH2:8]1)=[O:6].CCOCC, predict the reaction product. The product is: [ClH:1].[F:2][C:3]1[CH:23]=[C:22]([C:24]2[CH:32]=[C:31]3[C:27]([CH:28]=[N:29][N:30]3[CH3:33])=[CH:26][CH:25]=2)[CH:21]=[C:20]([F:34])[C:4]=1[C:5]([N:7]1[CH2:8][CH2:9][NH:10][CH2:11][CH2:12]1)=[O:6]. (6) Given the reactants [F:1][C:2]([F:36])([C:29]1[CH:34]=[CH:33][C:32]([F:35])=[CH:31][N:30]=1)[C:3]1[N:12]=[C:11]([NH:13][C:14]2[CH:18]=[C:17]([CH3:19])[N:16](C(OC(C)(C)C)=O)[N:15]=2)[C:10]2[C:5](=[CH:6][C:7]([O:27][CH3:28])=[CH:8][CH:9]=2)[N:4]=1.C(O)(C(F)(F)F)=O.C(Cl)Cl, predict the reaction product. The product is: [F:36][C:2]([F:1])([C:29]1[CH:34]=[CH:33][C:32]([F:35])=[CH:31][N:30]=1)[C:3]1[N:12]=[C:11]([NH:13][C:14]2[CH:18]=[C:17]([CH3:19])[NH:16][N:15]=2)[C:10]2[C:5](=[CH:6][C:7]([O:27][CH3:28])=[CH:8][CH:9]=2)[N:4]=1. (7) Given the reactants [N:1]1([C:8](OC(C)(C)C)=O)[CH2:7][CH2:6][CH2:5][NH:4][CH2:3][CH2:2]1.BrC[CH2:17][O:18][C:19]1[CH:24]=[CH:23][C:22]([F:25])=[CH:21][CH:20]=1, predict the reaction product. The product is: [F:25][C:22]1[CH:23]=[CH:24][C:19]([O:18][CH2:17][CH2:8][N:1]2[CH2:7][CH2:6][CH2:5][NH:4][CH2:3][CH2:2]2)=[CH:20][CH:21]=1.